Predict the reaction yield, written as a fraction of the theoretical maximum amount of product (1.0 means a 100% yield; for example, 0.34 means a 34% yield). From a dataset of Reaction yield outcomes from USPTO patents with 853,638 reactions. The reactants are [CH2:1]([O:3][C:4](=[O:32])[CH:5]([C:11]1[CH:16]=[C:15]([O:17][CH2:18][C:19]([F:22])([F:21])[F:20])[C:14]([N+:23]([O-:25])=[O:24])=[C:13]([O:26][CH2:27][C:28]([F:31])([F:30])[F:29])[CH:12]=1)C(OCC)=O)[CH3:2]. The catalyst is CC(O)=O. The product is [CH2:1]([O:3][C:4](=[O:32])[CH2:5][C:11]1[CH:12]=[C:13]([O:26][CH2:27][C:28]([F:31])([F:30])[F:29])[C:14]([N+:23]([O-:25])=[O:24])=[C:15]([O:17][CH2:18][C:19]([F:21])([F:22])[F:20])[CH:16]=1)[CH3:2]. The yield is 0.570.